This data is from KCNQ2 potassium channel screen with 302,405 compounds. The task is: Binary Classification. Given a drug SMILES string, predict its activity (active/inactive) in a high-throughput screening assay against a specified biological target. The molecule is Brc1ccc(S(=O)(=O)c2c(n(C3CCCC3)c3nc4n(c(=O)c3c2)cccc4C)=N)cc1. The result is 0 (inactive).